From a dataset of Reaction yield outcomes from USPTO patents with 853,638 reactions. Predict the reaction yield, written as a fraction of the theoretical maximum amount of product (1.0 means a 100% yield; for example, 0.34 means a 34% yield). The reactants are [Cl:1][C:2]1[CH:3]=[C:4]([C:8]2[C:13]([O:14][CH3:15])=[CH:12][CH:11]=[C:10]([CH2:16][C:17]3[CH:18]=[CH:19][C:20]([NH2:23])=[N:21][CH:22]=3)[C:9]=2[F:24])[CH:5]=[CH:6][CH:7]=1.Br[CH2:26][C:27](=O)[C:28]([O:30][CH2:31][CH3:32])=[O:29].C([O-])(O)=O.[Na+]. The catalyst is COCCOC. The product is [CH2:31]([O:30][C:28]([C:27]1[N:23]=[C:20]2[CH:19]=[CH:18][C:17]([CH2:16][C:10]3[C:9]([F:24])=[C:8]([C:4]4[CH:5]=[CH:6][CH:7]=[C:2]([Cl:1])[CH:3]=4)[C:13]([O:14][CH3:15])=[CH:12][CH:11]=3)=[CH:22][N:21]2[CH:26]=1)=[O:29])[CH3:32]. The yield is 0.270.